Dataset: Retrosynthesis with 50K atom-mapped reactions and 10 reaction types from USPTO. Task: Predict the reactants needed to synthesize the given product. (1) Given the product C[C@H](Nc1cc(C#N)ccc1N)[C@H](NC(=O)OC(C)(C)C)C(=O)O, predict the reactants needed to synthesize it. The reactants are: C[C@H](Nc1cc(C#N)ccc1[N+](=O)[O-])[C@H](NC(=O)OC(C)(C)C)C(=O)O. (2) Given the product CCN(C)c1nc(C)cc(C)c1C(=O)NC1(C(=O)O)Cc2ccccc2C1, predict the reactants needed to synthesize it. The reactants are: CCOC(=O)C1(NC(=O)c2c(C)cc(C)nc2N(C)CC)Cc2ccccc2C1. (3) The reactants are: BrCCOc1ccc2c(-c3ccc(Br)cc3)nsc2c1.CNC. Given the product CN(C)CCOc1ccc2c(-c3ccc(Br)cc3)nsc2c1, predict the reactants needed to synthesize it.